From a dataset of Peptide-MHC class I binding affinity with 185,985 pairs from IEDB/IMGT. Regression. Given a peptide amino acid sequence and an MHC pseudo amino acid sequence, predict their binding affinity value. This is MHC class I binding data. (1) The binding affinity (normalized) is 0.540. The peptide sequence is LFARTRSMW. The MHC is HLA-A24:02 with pseudo-sequence HLA-A24:02. (2) The peptide sequence is PAGRPNYVK. The MHC is HLA-A31:01 with pseudo-sequence HLA-A31:01. The binding affinity (normalized) is 0.770. (3) The peptide sequence is FPNITNLCPF. The MHC is HLA-B54:01 with pseudo-sequence HLA-B54:01. The binding affinity (normalized) is 0.436. (4) The peptide sequence is HSYAGDAAEH. The MHC is HLA-A68:01 with pseudo-sequence HLA-A68:01. The binding affinity (normalized) is 0.412. (5) The MHC is HLA-B46:01 with pseudo-sequence HLA-B46:01. The binding affinity (normalized) is 0.733. The peptide sequence is VMFRNASEY.